Dataset: Reaction yield outcomes from USPTO patents with 853,638 reactions. Task: Predict the reaction yield, written as a fraction of the theoretical maximum amount of product (1.0 means a 100% yield; for example, 0.34 means a 34% yield). The reactants are Br[C:2]1[CH:7]=[C:6]([N+:8]([O-:10])=[O:9])[CH:5]=[C:4]([F:11])[C:3]=1[NH2:12].[CH3:13][C:14]([CH3:18])([CH3:17])[C:15]#[CH:16]. The catalyst is CCN(CC)CC.[Cu]I.Cl[Pd](Cl)([P](C1C=CC=CC=1)(C1C=CC=CC=1)C1C=CC=CC=1)[P](C1C=CC=CC=1)(C1C=CC=CC=1)C1C=CC=CC=1. The product is [CH3:13][C:14]([CH3:18])([CH3:17])[C:15]#[C:16][C:2]1[CH:7]=[C:6]([N+:8]([O-:10])=[O:9])[CH:5]=[C:4]([F:11])[C:3]=1[NH2:12]. The yield is 0.360.